From a dataset of Full USPTO retrosynthesis dataset with 1.9M reactions from patents (1976-2016). Predict the reactants needed to synthesize the given product. Given the product [NH:28]1[C:30]2[C:18](=[C:13]([C:15]3[N:16]=[C:17]([N:20]4[CH2:25][CH2:24][O:23][CH2:22][CH2:21]4)[C:18]4[S:19][C:11]([CH2:10][N:3]5[CH2:4][CH2:5][O:1][C:2]5=[O:6])=[CH:12][C:13]=4[N:14]=3)[CH:12]=[CH:11][CH:10]=2)[CH:17]=[N:16]1, predict the reactants needed to synthesize it. The reactants are: [O:1]1[CH2:5][CH2:4][NH:3][C:2]1=[O:6].[H-].[Na+].Br[CH2:10][C:11]1[S:19][C:18]2[C:17]([N:20]3[CH2:25][CH2:24][O:23][CH2:22][CH2:21]3)=[N:16][C:15](Cl)=[N:14][C:13]=2[CH:12]=1.C[N:28]([CH:30]=O)C.